This data is from Forward reaction prediction with 1.9M reactions from USPTO patents (1976-2016). The task is: Predict the product of the given reaction. (1) Given the reactants [CH3:1][O:2][C:3]1[CH:12]=[C:11]([O:13][CH3:14])[CH:10]=[C:9]2[C:4]=1[C:5](=[O:28])[NH:6][C:7]([C:15]1[CH:25]=[C:24]([CH3:26])[C:18]([O:19][CH2:20][C:21](O)=[O:22])=[C:17]([CH3:27])[CH:16]=1)=[N:8]2.Cl.C(N=C=NCCCN(C)C)C.O.ON1C2C=CC=CC=2N=N1.CN1CCOCC1.[CH2:59]([NH2:66])[C:60]1[CH:65]=[CH:64][CH:63]=[CH:62][CH:61]=1, predict the reaction product. The product is: [CH2:59]([NH:66][C:21](=[O:22])[CH2:20][O:19][C:18]1[C:17]([CH3:27])=[CH:16][C:15]([C:7]2[NH:6][C:5](=[O:28])[C:4]3[C:9](=[CH:10][C:11]([O:13][CH3:14])=[CH:12][C:3]=3[O:2][CH3:1])[N:8]=2)=[CH:25][C:24]=1[CH3:26])[C:60]1[CH:65]=[CH:64][CH:63]=[CH:62][CH:61]=1. (2) Given the reactants [C:1]([C:5]1[CH:20]=[CH:19][C:8]([C:9]([NH:11][C:12]2[C:13]([NH2:18])=[CH:14][CH:15]=[CH:16][CH:17]=2)=[O:10])=[CH:7][CH:6]=1)([CH3:4])([CH3:3])[CH3:2].[Cl:21][C:22]1[CH:30]=[CH:29][C:25]([C:26](Cl)=[O:27])=[CH:24][CH:23]=1.C(=O)([O-])[O-].[K+].[K+].[OH-].[Na+], predict the reaction product. The product is: [C:1]([C:5]1[CH:20]=[CH:19][C:8]([C:9]([NH:11][C:12]2[C:13]([NH:18][C:26](=[O:27])[C:25]3[CH:29]=[CH:30][C:22]([Cl:21])=[CH:23][CH:24]=3)=[CH:14][CH:15]=[CH:16][CH:17]=2)=[O:10])=[CH:7][CH:6]=1)([CH3:4])([CH3:2])[CH3:3]. (3) Given the reactants Cl.Cl.Cl.[O:4]1[C:8]2[CH:9]=[CH:10][CH:11]=[C:12]([N:13]3[CH2:18][CH2:17][N:16]([CH2:19][CH2:20][C@H:21]4[CH2:26][CH2:25][C@H:24]([NH2:27])[CH2:23][CH2:22]4)[CH2:15][CH2:14]3)[C:7]=2[O:6][CH2:5]1.[CH3:28][O:29][CH2:30][CH2:31][C:32](O)=[O:33], predict the reaction product. The product is: [O:4]1[C:8]2[CH:9]=[CH:10][CH:11]=[C:12]([N:13]3[CH2:18][CH2:17][N:16]([CH2:19][CH2:20][C@H:21]4[CH2:26][CH2:25][C@H:24]([NH:27][C:32](=[O:33])[CH2:31][CH2:30][O:29][CH3:28])[CH2:23][CH2:22]4)[CH2:15][CH2:14]3)[C:7]=2[O:6][CH2:5]1. (4) Given the reactants Cl[C:2]1[N:3]=[C:4]([OH:12])[C:5]2[CH:11]=[CH:10][N:9]=[CH:8][C:6]=2[N:7]=1.[Cl:13][C:14]1[C:19]([Cl:20])=[CH:18][CH:17]=[CH:16][C:15]=1[CH2:21][OH:22], predict the reaction product. The product is: [Cl:13][C:14]1[C:19]([Cl:20])=[CH:18][CH:17]=[CH:16][C:15]=1[CH2:21][O:22][C:2]1[N:3]=[C:4]([OH:12])[C:5]2[CH:11]=[CH:10][N:9]=[CH:8][C:6]=2[N:7]=1. (5) Given the reactants C(OC([N:8]1[CH2:13][CH2:12][CH:11]([CH2:14][NH:15][C:16]([C:18]2[CH:23]=[C:22]([Cl:24])[C:21]([NH2:25])=[CH:20][C:19]=2[O:26][CH3:27])=[O:17])[CH2:10][CH2:9]1)=O)(C)(C)C.Cl, predict the reaction product. The product is: [NH2:25][C:21]1[C:22]([Cl:24])=[CH:23][C:18]([C:16]([NH:15][CH2:14][CH:11]2[CH2:10][CH2:9][NH:8][CH2:13][CH2:12]2)=[O:17])=[C:19]([O:26][CH3:27])[CH:20]=1. (6) The product is: [O:33]([C:30]1[CH:31]=[C:32]2[C:27]([CH:26]=[N:25][NH:24]2)=[CH:28][CH:29]=1)[Si:10]([C:6]([CH3:9])([CH3:8])[CH3:7])([C:17]1[CH:22]=[CH:21][CH:20]=[CH:19][CH:18]=1)[C:11]1[CH:16]=[CH:15][CH:14]=[CH:13][CH:12]=1. Given the reactants N1C=CN=C1.[C:6]([Si:10](Cl)([C:17]1[CH:22]=[CH:21][CH:20]=[CH:19][CH:18]=1)[C:11]1[CH:16]=[CH:15][CH:14]=[CH:13][CH:12]=1)([CH3:9])([CH3:8])[CH3:7].[NH:24]1[C:32]2[C:27](=[CH:28][CH:29]=[C:30]([OH:33])[CH:31]=2)[CH:26]=[N:25]1.O, predict the reaction product. (7) Given the reactants Br[C:2]1[CH:3]=[C:4]([CH:8]=O)[S:5][C:6]=1Br.[F:10][C:11]1[CH:16]=[CH:15][CH:14]=[CH:13][C:12]=1B(O)O.[C:20](=[O:23])([O-])[O-].[Na+].[Na+], predict the reaction product. The product is: [F:10][C:11]1[CH:16]=[CH:15][CH:14]=[CH:13][C:12]=1[C:3]1[CH:2]=[C:6]([CH:20]=[O:23])[S:5][C:4]=1[C:8]1[CH:15]=[CH:14][CH:13]=[CH:12][C:11]=1[F:10].